This data is from Reaction yield outcomes from USPTO patents with 853,638 reactions. The task is: Predict the reaction yield, written as a fraction of the theoretical maximum amount of product (1.0 means a 100% yield; for example, 0.34 means a 34% yield). (1) The reactants are [CH2:1]([O:8][C:9]1[CH:14]=[CH:13][N:12]=[C:11](Cl)[CH:10]=1)[C:2]1[CH:7]=[CH:6][CH:5]=[CH:4][CH:3]=1.CC(C1C=C(C(C)C)C(C2C=CC=CC=2P(C2CCCCC2)C2CCCCC2)=C(C(C)C)C=1)C.[Li+].C[Si]([N-:55][Si](C)(C)C)(C)C. The catalyst is C1COCC1.Cl.C1C=CC(/C=C/C(/C=C/C2C=CC=CC=2)=O)=CC=1.C1C=CC(/C=C/C(/C=C/C2C=CC=CC=2)=O)=CC=1.C1C=CC(/C=C/C(/C=C/C2C=CC=CC=2)=O)=CC=1.[Pd].[Pd]. The product is [CH2:1]([O:8][C:9]1[CH:14]=[CH:13][N:12]=[C:11]([NH2:55])[CH:10]=1)[C:2]1[CH:7]=[CH:6][CH:5]=[CH:4][CH:3]=1. The yield is 0.702. (2) The reactants are [CH3:1][O:2][C:3]1[CH:8]=[CH:7][C:6]([C:9]2[S:13][C:12]3[CH:14]=[C:15]([O:18][CH3:19])[CH:16]=[CH:17][C:11]=3[CH:10]=2)=[CH:5][CH:4]=1.[CH3:20][O:21][C:22]1[CH:30]=[CH:29][C:25]([C:26](Cl)=[O:27])=[CH:24][CH:23]=1.[Al+3].[Cl-].[Cl-].[Cl-].O. The catalyst is C(Cl)Cl.CCOC(C)=O. The product is [CH3:20][O:21][C:22]1[CH:30]=[CH:29][C:25]([C:26]([C:10]2[C:11]3[CH:17]=[CH:16][C:15]([O:18][CH3:19])=[CH:14][C:12]=3[S:13][C:9]=2[C:6]2[CH:7]=[CH:8][C:3]([O:2][CH3:1])=[CH:4][CH:5]=2)=[O:27])=[CH:24][CH:23]=1. The yield is 0.780. (3) The reactants are [CH3:1][O:2][C:3](=[O:35])[C@@H:4]([NH:15]C(C1C=CC=CC=1)(C1C=CC=CC=1)C1C=CC=CC=1)[C@H:5]([NH:7][C:8]([O:10][C:11]([CH3:14])([CH3:13])[CH3:12])=[O:9])[CH3:6].CO.CCOC(C)=O. The catalyst is CO.[Pd]. The product is [CH3:1][O:2][C:3](=[O:35])[C@@H:4]([NH2:15])[C@H:5]([NH:7][C:8]([O:10][C:11]([CH3:13])([CH3:12])[CH3:14])=[O:9])[CH3:6]. The yield is 0.920. (4) The reactants are [CH:1]([C:3]1[CH:8]=[CH:7][CH:6]=[C:5]([C:9]2[CH:14]=[CH:13][CH:12]=[C:11]([C:15]([O:17][CH3:18])=[O:16])[CH:10]=2)[C:4]=1[C:19]([O:21][CH3:22])=[O:20])=[CH2:2].[C:23]([OH:26])(=[S:25])[CH3:24].CC(N=NC(C#N)(C)C)(C#N)C. The catalyst is C1C=CC=CC=1. The product is [C:23]([S:25][CH2:2][CH2:1][C:3]1[CH:8]=[CH:7][CH:6]=[C:5]([C:9]2[CH:14]=[CH:13][CH:12]=[C:11]([C:15]([O:17][CH3:18])=[O:16])[CH:10]=2)[C:4]=1[C:19]([O:21][CH3:22])=[O:20])(=[O:26])[CH3:24]. The yield is 0.480. (5) The reactants are [F:1][C:2]1[CH:7]=[CH:6][C:5]([C@H:8]2[CH2:12][O:11][C:10](=[O:13])[N:9]2[C:14]2[CH:19]=[CH:18][N:17]3[N:20]=[CH:21][C:22]([C:23]4[CH:32]=[CH:31][C:26]([C:27]([NH:29][NH2:30])=[O:28])=[CH:25][CH:24]=4)=[C:16]3[N:15]=2)=[CH:4][CH:3]=1.[CH2:33]([N:35](CC)CC)[CH3:34].Cl.C(=N)(OCC)C.Cl. The catalyst is O.C1COCC1.CN(C=O)C. The product is [F:1][C:2]1[CH:7]=[CH:6][C:5]([C@H:8]2[CH2:12][O:11][C:10](=[O:13])[N:9]2[C:14]2[CH:19]=[CH:18][N:17]3[N:20]=[CH:21][C:22]([C:23]4[CH:32]=[CH:31][C:26]([C:27]([NH:29][NH:30][C:33](=[NH:35])[CH3:34])=[O:28])=[CH:25][CH:24]=4)=[C:16]3[N:15]=2)=[CH:4][CH:3]=1. The yield is 0.720. (6) The reactants are C(=O)([O-])[O-].[Na+].[Na+].[NH2:7][C:8]1[CH:16]=[C:15]([O:17][CH3:18])[C:14]([O:19][CH3:20])=[CH:13][C:9]=1[C:10]([OH:12])=[O:11].[Cl:21][C:22]1[CH:27]=[CH:26][C:25]([S:28](Cl)(=[O:30])=[O:29])=[CH:24][CH:23]=1. The catalyst is O. The product is [Cl:21][C:22]1[CH:27]=[CH:26][C:25]([S:28]([NH:7][C:8]2[CH:16]=[C:15]([O:17][CH3:18])[C:14]([O:19][CH3:20])=[CH:13][C:9]=2[C:10]([OH:12])=[O:11])(=[O:30])=[O:29])=[CH:24][CH:23]=1. The yield is 0.550.